This data is from Full USPTO retrosynthesis dataset with 1.9M reactions from patents (1976-2016). The task is: Predict the reactants needed to synthesize the given product. (1) Given the product [O:51]=[C:50]([N:52]1[CH2:53][CH2:54][N:55]([C:58](=[O:69])[C:59]2[CH:64]=[CH:63][CH:62]=[CH:61][C:60]=2[C:65]([F:68])([F:67])[F:66])[CH2:56][CH2:57]1)[CH2:49][NH:48][C:23]([C:11]1[CH:12]=[CH:13][C:14]2[C:15]3[C:20](=[CH:19][CH:18]=[CH:17][CH:16]=3)[CH2:21][C:22]=2[CH:10]=1)=[O:25], predict the reactants needed to synthesize it. The reactants are: CCN(C(C)C)C(C)C.[CH:10]1[C:22]2[CH2:21][C:20]3[C:15](=[CH:16][CH:17]=[CH:18][CH:19]=3)[C:14]=2[CH:13]=[CH:12][C:11]=1[C:23]([OH:25])=O.C1C=CC2N(O)N=NC=2C=1.CCN=C=NCCCN(C)C.Cl.[NH2:48][CH2:49][C:50]([N:52]1[CH2:57][CH2:56][N:55]([C:58](=[O:69])[C:59]2[CH:64]=[CH:63][CH:62]=[CH:61][C:60]=2[C:65]([F:68])([F:67])[F:66])[CH2:54][CH2:53]1)=[O:51]. (2) Given the product [F:10][C:11]1[CH:24]=[CH:23][CH:22]=[CH:21][C:12]=1[O:13][CH2:14][CH:15]1[CH2:16][CH2:17][N:18]([CH2:2][C:3]2[NH:4][C:5](=[O:8])[NH:6][N:7]=2)[CH2:19][CH2:20]1, predict the reactants needed to synthesize it. The reactants are: Cl[CH2:2][C:3]1[NH:4][C:5](=[O:8])[NH:6][N:7]=1.Cl.[F:10][C:11]1[CH:24]=[CH:23][CH:22]=[CH:21][C:12]=1[O:13][CH2:14][CH:15]1[CH2:20][CH2:19][NH:18][CH2:17][CH2:16]1.C(=O)([O-])[O-].[K+].[K+].C(#N)C. (3) Given the product [ClH:22].[Cl:22][CH2:2][C:3]1[C:4]([C:9]2[CH:13]=[CH:12][N:11]([CH2:14][CH2:15][C:16]([O:18][CH3:19])=[O:17])[N:10]=2)=[N:5][CH:6]=[CH:7][CH:8]=1, predict the reactants needed to synthesize it. The reactants are: O[CH2:2][C:3]1[C:4]([C:9]2[CH:13]=[CH:12][N:11]([CH2:14][CH2:15][C:16]([O:18][CH3:19])=[O:17])[N:10]=2)=[N:5][CH:6]=[CH:7][CH:8]=1.O=S(Cl)[Cl:22]. (4) Given the product [CH:21]1([C:13]2[CH:12]=[C:11]([C:9](=[O:10])[C:8]([C:4]3[CH:5]=[CH:6][CH:7]=[C:2]([C:31]#[C:30][CH2:29][CH2:28][CH2:27][O:26][CH3:25])[CH:3]=3)=[O:24])[CH:16]=[CH:15][C:14]=2[O:17][CH:18]([F:20])[F:19])[CH2:23][CH2:22]1, predict the reactants needed to synthesize it. The reactants are: Br[C:2]1[CH:3]=[C:4]([C:8](=[O:24])[C:9]([C:11]2[CH:16]=[CH:15][C:14]([O:17][CH:18]([F:20])[F:19])=[C:13]([CH:21]3[CH2:23][CH2:22]3)[CH:12]=2)=[O:10])[CH:5]=[CH:6][CH:7]=1.[CH3:25][O:26][CH2:27][CH2:28][CH2:29][C:30]#[CH:31].[Al]. (5) Given the product [ClH:1].[N:30]1([C:2]2[N:7]=[CH:6][C:5]([C:8]([N:10]3[CH2:15][CH2:14][N:13]([S:16]([C:19]4[CH:24]=[CH:23][C:22]([C:25]([F:28])([F:27])[F:26])=[CH:21][CH:20]=4)(=[O:18])=[O:17])[CH2:12][C@@H:11]3[CH3:29])=[O:9])=[CH:4][CH:3]=2)[CH2:33][CH2:32][CH2:31]1, predict the reactants needed to synthesize it. The reactants are: [Cl:1][C:2]1[N:7]=[CH:6][C:5]([C:8]([N:10]2[CH2:15][CH2:14][N:13]([S:16]([C:19]3[CH:24]=[CH:23][C:22]([C:25]([F:28])([F:27])[F:26])=[CH:21][CH:20]=3)(=[O:18])=[O:17])[CH2:12][C@@H:11]2[CH3:29])=[O:9])=[CH:4][CH:3]=1.[NH:30]1[CH2:33][CH2:32][CH2:31]1. (6) Given the product [CH2:12]([O:26][C:18]1[CH:17]=[C:16]2[C:11]([CH2:12][CH2:13][C:14]([CH2:24][CH3:25])([C:19]([OH:21])=[O:20])[O:15]2)=[CH:10][CH:9]=1)[C:11]1[CH:16]=[CH:17][CH:18]=[CH:9][CH:10]=1, predict the reactants needed to synthesize it. The reactants are: C(O[C:9]1[CH:10]=[C:11]2[C:16](=[CH:17][CH:18]=1)[O:15][C:14]([CH2:24][CH3:25])([C:19]([O:21]CC)=[O:20])[CH2:13][CH2:12]2)C1C=CC=CC=1.[OH-:26].[Na+].